Dataset: Forward reaction prediction with 1.9M reactions from USPTO patents (1976-2016). Task: Predict the product of the given reaction. (1) Given the reactants [CH2:1]([O:3][C:4]([C:6]1[C:10](C=O)=[C:9]([C:13]2[CH:18]=[CH:17][C:16]([Cl:19])=[CH:15][CH:14]=2)[N:8]([C:20]2C=[CH:24][CH:23]=[CH:22][C:21]=2Cl)[N:7]=1)=[O:5])[CH3:2].ClC1C=CC=C(C(OO)=[O:35])C=1.C(OCC)C.C(N(CC)CC)C.Cl[CH2:51][Cl:52], predict the reaction product. The product is: [CH2:1]([O:3][C:4]([C:6]1[C:10]([OH:35])=[C:9]([C:13]2[CH:18]=[CH:17][C:16]([Cl:19])=[CH:15][CH:14]=2)[N:8]([C:20]2[CH:21]=[CH:22][CH:23]=[CH:24][C:51]=2[Cl:52])[N:7]=1)=[O:5])[CH3:2]. (2) Given the reactants [Cl:1][C:2]1[CH:3]=[N+:4]([O-:38])[CH:5]=[C:6]([Cl:37])[C:7]=1[CH2:8][C@@H:9]([C:22]1[CH:27]=[CH:26][C:25]([O:28][CH:29]([F:31])[F:30])=[C:24]([O:32][CH2:33][CH:34]2[CH2:36][CH2:35]2)[CH:23]=1)[O:10][C:11](=[O:21])[C:12]1[CH:17]=[CH:16][C:15]([O:18][CH3:19])=[C:14]([OH:20])[CH:13]=1.Cl[CH2:40][CH2:41][S:42](Cl)(=[O:44])=[O:43], predict the reaction product. The product is: [Cl:37][C:6]1[CH:5]=[N+:4]([O-:38])[CH:3]=[C:2]([Cl:1])[C:7]=1[CH2:8][C@@H:9]([C:22]1[CH:27]=[CH:26][C:25]([O:28][CH:29]([F:31])[F:30])=[C:24]([O:32][CH2:33][CH:34]2[CH2:36][CH2:35]2)[CH:23]=1)[O:10][C:11](=[O:21])[C:12]1[CH:17]=[CH:16][C:15]([O:18][CH3:19])=[C:14]([O:20][S:42]([CH:41]=[CH2:40])(=[O:44])=[O:43])[CH:13]=1. (3) Given the reactants [F:1][C:2]1[CH:3]=[C:4]([CH:8]=[CH:9][C:10]=1[O:11][CH2:12][C:13]#[CH:14])[C:5](Cl)=[O:6].[CH:15]1([C@@H:21]([NH2:23])[CH3:22])[CH2:20][CH2:19][CH2:18][CH2:17][CH2:16]1.C(N(CC)CC)C, predict the reaction product. The product is: [CH:15]1([C@@H:21]([NH:23][C:5](=[O:6])[C:4]2[CH:8]=[CH:9][C:10]([O:11][CH2:12][C:13]#[CH:14])=[C:2]([F:1])[CH:3]=2)[CH3:22])[CH2:20][CH2:19][CH2:18][CH2:17][CH2:16]1. (4) Given the reactants [C:1](#[N:4])[CH2:2][CH3:3].S(=O)(=O)(O)O.[CH3:10][C:11](O)([CH:13]([CH3:15])[CH3:14])[CH3:12].[OH-].[Na+].[H-].[Al+3].[Li+].[H-].[H-].[H-], predict the reaction product. The product is: [CH2:1]([NH:4][C:11]([CH3:12])([CH:13]([CH3:15])[CH3:14])[CH3:10])[CH2:2][CH3:3].